Dataset: Full USPTO retrosynthesis dataset with 1.9M reactions from patents (1976-2016). Task: Predict the reactants needed to synthesize the given product. (1) Given the product [CH2:1]([O:3][C:4]([C:6]1[CH:7]=[N:8][C:9]2[C:14]([CH:15]=1)=[CH:13][C:12]([F:17])=[CH:11][CH:10]=2)=[O:5])[CH3:2], predict the reactants needed to synthesize it. The reactants are: [CH2:1]([O:3][C:4]([C:6]1[CH:7]=[N:8][C:9]2[C:14]([C:15]=1Cl)=[CH:13][C:12]([F:17])=[CH:11][CH:10]=2)=[O:5])[CH3:2].C(N(C(C)C)CC)(C)C.[H][H]. (2) Given the product [Cl:25][C:24]1[CH:23]=[C:22]2[C:17]([CH:18]=[CH:19][NH:20][C:21]2=[O:26])=[CH:16][C:15]=1[O:14][CH:11]1[CH2:12][CH2:13][NH:8][CH2:9][CH2:10]1, predict the reactants needed to synthesize it. The reactants are: C(OC([N:8]1[CH2:13][CH2:12][CH:11]([O:14][C:15]2[CH:16]=[C:17]3[C:22](=[CH:23][C:24]=2[Cl:25])[C:21]([O:26]CC2C=CC=CC=2)=[N:20][CH:19]=[CH:18]3)[CH2:10][CH2:9]1)=O)(C)(C)C. (3) Given the product [Cl:1][C:2]1[CH:7]=[CH:6][CH:5]=[CH:4][C:3]=1[C:8]1[C:9]([Cl:19])=[CH:10][C:11]([C:16]([N:30]2[C:31]3[CH:37]=[CH:36][CH:35]=[CH:34][C:32]=3[CH2:33][N:27]3[C:26]([C:49]([OH:45])=[O:21])=[CH:25][CH:24]=[C:28]3[CH2:29]2)=[O:18])=[C:12]([O:14][CH3:15])[CH:13]=1, predict the reactants needed to synthesize it. The reactants are: [Cl:1][C:2]1[CH:7]=[CH:6][CH:5]=[CH:4][C:3]=1[C:8]1[CH:13]=[C:12]([O:14][CH3:15])[C:11]([C:16]([OH:18])=O)=[CH:10][C:9]=1[Cl:19].S(Cl)(Cl)=[O:21].[CH:24]1[CH:25]=[CH:26][N:27]2[CH2:33][C:32]3[CH:34]=[CH:35][CH:36]=[CH:37][C:31]=3[NH:30][CH2:29][C:28]=12.C(N(CC)CC)C.[O:45]1[CH2:49]CCC1. (4) Given the product [NH:33]1[C:29]2=[N:30][CH:31]=[CH:32][C:27]([C:2]#[C:1][C:3]3[N:7]4[N:8]=[C:9]([C:12]5[CH:13]=[CH:14][C:15]([C:18]([N:20]6[CH2:21][CH2:22][O:23][CH2:24][CH2:25]6)=[O:19])=[CH:16][CH:17]=5)[CH:10]=[CH:11][C:6]4=[N:5][CH:4]=3)=[C:28]2[CH:35]=[CH:34]1, predict the reactants needed to synthesize it. The reactants are: [C:1]([C:3]1[N:7]2[N:8]=[C:9]([C:12]3[CH:17]=[CH:16][C:15]([C:18]([N:20]4[CH2:25][CH2:24][O:23][CH2:22][CH2:21]4)=[O:19])=[CH:14][CH:13]=3)[CH:10]=[CH:11][C:6]2=[N:5][CH:4]=1)#[CH:2].Br[C:27]1[CH:32]=[CH:31][N:30]=[C:29]2[NH:33][CH:34]=[CH:35][C:28]=12.